Dataset: Full USPTO retrosynthesis dataset with 1.9M reactions from patents (1976-2016). Task: Predict the reactants needed to synthesize the given product. (1) Given the product [I:10][C:6]1[CH:7]=[CH:8][CH:9]=[C:2]2[C:3]=1[C:4]([NH2:15])=[N:5][N:12]2[CH3:11], predict the reactants needed to synthesize it. The reactants are: F[C:2]1[CH:9]=[CH:8][CH:7]=[C:6]([I:10])[C:3]=1[C:4]#[N:5].[CH3:11][NH:12]N.C[N:15](C)C(=O)C. (2) Given the product [CH2:10]([N:6]([CH2:7][CH3:8])[CH2:11][C@H:12]([NH:13][C:14]([C:16]1[C:20]([Br:21])=[C:19]([NH:22][C:23](=[O:31])[C:24]2[CH:29]=[CH:28][CH:27]=[CH:26][C:25]=2[Cl:30])[NH:18][N:17]=1)=[O:15])[CH3:3])[CH3:9], predict the reactants needed to synthesize it. The reactants are: N1C=C[CH:3]=N1.[N:6]1([CH:11](C)[CH2:12][NH:13][C:14]([C:16]2[C:20]([Br:21])=[C:19]([NH:22][C:23](=[O:31])[C:24]3[CH:29]=[CH:28][CH:27]=[CH:26][C:25]=3[Cl:30])[NH:18][N:17]=2)=[O:15])[CH2:10][CH2:9][CH2:8][CH2:7]1. (3) Given the product [N+:14](/[C:17](/[CH2:18][CH2:19][CH2:20][CH2:21][CH2:22][CH2:23][CH2:24][CH3:25])=[CH:2]/[CH2:3][CH2:4][CH2:5][CH2:6][CH2:7][CH2:8][CH2:9][C:10]([OH:12])=[O:11])([O-:16])=[O:15], predict the reactants needed to synthesize it. The reactants are: O=[CH:2][CH2:3][CH2:4][CH2:5][CH2:6][CH2:7][CH2:8][CH2:9][C:10]([O:12]C)=[O:11].[N+:14]([CH2:17][CH2:18][CH2:19][CH2:20][CH2:21][CH2:22][CH2:23][CH2:24][CH3:25])([O-:16])=[O:15]. (4) Given the product [C:10]([Si:14]([CH3:16])([CH3:15])[O:1][C:2]1[CH:9]=[CH:8][C:5]([CH:6]=[O:7])=[CH:4][CH:3]=1)([CH3:13])([CH3:12])[CH3:11], predict the reactants needed to synthesize it. The reactants are: [OH:1][C:2]1[CH:9]=[CH:8][C:5]([CH:6]=[O:7])=[CH:4][CH:3]=1.[C:10]([Si:14](Cl)([CH3:16])[CH3:15])([CH3:13])([CH3:12])[CH3:11].N1C=CN=C1. (5) Given the product [C:33]([N:30]1[CH2:31][CH2:32][CH:27]([C:19]2[N:20]3[C:25]([C:24]([NH2:26])=[N:23][CH:22]=[N:21]3)=[C:17]([C:15]3[CH:14]=[CH:13][C:11]4[N:12]=[C:8]([CH2:1][C:2]5[CH:3]=[CH:4][CH:5]=[CH:6][CH:7]=5)[S:9][C:10]=4[CH:16]=3)[CH:18]=2)[CH2:28][CH2:29]1)(=[O:35])[CH3:34], predict the reactants needed to synthesize it. The reactants are: [CH2:1]([C:8]1[S:9][C:10]2[CH:16]=[C:15]([C:17]3[CH:18]=[C:19]([CH:27]4[CH2:32][CH2:31][NH:30][CH2:29][CH2:28]4)[N:20]4[C:25]=3[C:24]([NH2:26])=[N:23][CH:22]=[N:21]4)[CH:14]=[CH:13][C:11]=2[N:12]=1)[C:2]1[CH:7]=[CH:6][CH:5]=[CH:4][CH:3]=1.[C:33](Cl)(=[O:35])[CH3:34]. (6) Given the product [Na:30].[O:8]1[C:3]2([CH2:45][CH2:46][CH2:41][CH2:42][CH2:43]2)[O:4][CH2:5][CH:6]([CH2:9][O:10][C:11]2[CH:16]=[CH:15][N:14]=[C:13]([CH2:17][S:18]([C:20]3[NH:24][C:23]4[CH:25]=[CH:26][CH:27]=[CH:28][C:22]=4[N:21]=3)=[O:19])[C:12]=2[CH3:29])[CH2:7]1, predict the reactants needed to synthesize it. The reactants are: CO[CH:3]1[O:8][CH2:7][CH:6]([CH2:9][O:10][C:11]2[CH:16]=[CH:15][N:14]=[C:13]([CH2:17][S:18]([C:20]3[NH:24][C:23]4[CH:25]=[CH:26][CH:27]=[CH:28][C:22]=4[N:21]=3)=[O:19])[C:12]=2[CH3:29])[CH2:5][O:4]1.[Na:30].COC1OCC(CO[C:41]2[CH:46]=[CH:45]N=[C:43](CS(C3NC4C=CC=CC=4N=3)=O)[C:42]=2C)CO1.O1C2(CCCCC2)OCC(CO)C1. (7) Given the product [C:27]([C:24]1[CH:25]=[CH:26][C:21]([O:20][C:2]2[C:9]([C:10]#[N:11])=[C:8]([OH:12])[C:7]([OH:16])=[CH:6][C:3]=2[C:4]#[N:5])=[CH:22][CH:23]=1)(=[O:29])[CH3:28], predict the reactants needed to synthesize it. The reactants are: Br[C:2]1[C:9]([C:10]#[N:11])=[C:8]([O:12]C(C)C)[C:7]([O:16]C(C)C)=[CH:6][C:3]=1[C:4]#[N:5].[OH:20][C:21]1[CH:26]=[CH:25][C:24]([C:27](=[O:29])[CH3:28])=[CH:23][CH:22]=1.